From a dataset of Full USPTO retrosynthesis dataset with 1.9M reactions from patents (1976-2016). Predict the reactants needed to synthesize the given product. (1) Given the product [NH2:21][C:19]1[N:20]=[C:5]([OH:6])[C:4]([CH2:10][CH2:11][CH2:12][CH3:13])=[C:1]([CH3:2])[N:18]=1, predict the reactants needed to synthesize it. The reactants are: [C:1]([CH:4]([CH2:10][CH2:11][CH2:12][CH3:13])[C:5](OCC)=[O:6])(=O)[CH3:2].C(=O)(O)O.[NH2:18][C:19]([NH2:21])=[NH:20]. (2) Given the product [CH3:33][C@H:28]1[O:29][C@@H:30]([CH3:32])[CH2:31][N:26]([CH2:25][C:22]2[O:21][C:20]([C:4]3[CH:3]=[C:2]([C:59]4[CH:55]=[CH:54][CH:53]=[C:52]5[C:58]=4[CH:57]=[CH:56][NH:47]5)[CH:10]=[C:9]4[C:5]=3[CH:6]=[N:7][NH:8]4)=[N:24][CH:23]=2)[CH2:27]1, predict the reactants needed to synthesize it. The reactants are: Cl[C:2]1[CH:10]=[C:9]2[C:5]([CH:6]=[N:7][N:8]2S(C2C=CC=CC=2)(=O)=O)=[C:4]([C:20]2[O:21][C:22]([CH2:25][N:26]3[CH2:31][C@H:30]([CH3:32])[O:29][C@H:28]([CH3:33])[CH2:27]3)=[CH:23][N:24]=2)[CH:3]=1.[O-]P([O-])([O-])=O.[K+].[K+].[K+].[F-].C([N+:47]([CH2:56][CH2:57][CH2:58][CH3:59])([CH2:52][CH2:53][CH2:54][CH3:55])CCCC)CCC.